Dataset: Forward reaction prediction with 1.9M reactions from USPTO patents (1976-2016). Task: Predict the product of the given reaction. Given the reactants [CH3:1][N:2]1[C:6](SC)=[CH:5][C:4]([CH:9]([C:17]2[NH:21][C:20]([C:22]3[S:23][C:24]([CH2:27][OH:28])=[CH:25][N:26]=3)=[CH:19][CH:18]=2)[CH2:10][CH:11]2[CH2:16][CH2:15][O:14][CH2:13][CH2:12]2)=[N:3]1.O[O:30][S:31]([O-:33])=O.[K+].O.[C:36](=O)([O-])O.[Na+], predict the reaction product. The product is: [CH3:1][N:2]1[C:6]([S:31]([CH3:36])(=[O:33])=[O:30])=[CH:5][C:4]([CH:9]([C:17]2[NH:21][C:20]([C:22]3[S:23][C:24]([CH2:27][OH:28])=[CH:25][N:26]=3)=[CH:19][CH:18]=2)[CH2:10][CH:11]2[CH2:16][CH2:15][O:14][CH2:13][CH2:12]2)=[N:3]1.